Dataset: Full USPTO retrosynthesis dataset with 1.9M reactions from patents (1976-2016). Task: Predict the reactants needed to synthesize the given product. (1) Given the product [NH2:30][C:14]1[N:15]=[CH:16][C:17]([C:19]2[CH:20]=[N:21][N:22]([CH2:24][CH:29]3[CH2:28][CH:45]3[C:44]([OH:46])=[O:43])[CH:23]=2)=[CH:18][C:13]=1[O:12][CH:10]([C:3]1[C:4]([Cl:9])=[CH:5][CH:6]=[C:7]([F:8])[C:2]=1[Cl:1])[CH3:11], predict the reactants needed to synthesize it. The reactants are: [Cl:1][C:2]1[C:7]([F:8])=[CH:6][CH:5]=[C:4]([Cl:9])[C:3]=1[CH:10]([O:12][C:13]1[C:14]([NH2:30])=[N:15][CH:16]=[C:17]([C:19]2[CH:20]=[N:21][N:22]([CH:24]3[CH2:29][CH2:28]NCC3)[CH:23]=2)[CH:18]=1)[CH3:11].Cl.CCN(CC)CC.ClC(C[O:43][C:44](=[O:46])[CH3:45])=O. (2) The reactants are: Br[CH2:2][CH2:3][CH2:4][N:5]1[C:13]2[C:8](=[C:9]([N+:14]([O-:16])=[O:15])[CH:10]=[CH:11][CH:12]=2)[CH:7]=[CH:6]1.C(=O)([O-])[O-].[K+].[K+].[NH:23]1[CH2:28][CH2:27][O:26][CH2:25][CH2:24]1. Given the product [N+:14]([C:9]1[CH:10]=[CH:11][CH:12]=[C:13]2[C:8]=1[CH:7]=[CH:6][N:5]2[CH2:4][CH2:3][CH2:2][N:23]1[CH2:28][CH2:27][O:26][CH2:25][CH2:24]1)([O-:16])=[O:15], predict the reactants needed to synthesize it. (3) Given the product [C:1]([O:5][C:6]([N:8]1[CH2:13][CH2:12][N:11]([C:14](=[O:25])[C:15]2[CH:20]=[C:19]([CH:21]([O:26][C:27]3[CH:31]=[CH:30][S:29][C:28]=3[C:32](=[O:33])[NH2:34])[CH3:22])[CH:18]=[CH:17][C:16]=2[F:24])[CH2:10][CH2:9]1)=[O:7])([CH3:4])([CH3:3])[CH3:2], predict the reactants needed to synthesize it. The reactants are: [C:1]([O:5][C:6]([N:8]1[CH2:13][CH2:12][N:11]([C:14](=[O:25])[C:15]2[CH:20]=[C:19]([CH:21](Cl)[CH3:22])[CH:18]=[CH:17][C:16]=2[F:24])[CH2:10][CH2:9]1)=[O:7])([CH3:4])([CH3:3])[CH3:2].[OH:26][C:27]1[CH:31]=[CH:30][S:29][C:28]=1[C:32]([NH2:34])=[O:33].C(=O)([O-])[O-].[K+].[K+]. (4) Given the product [Br:1][C:2]1[CH:9]=[CH:8][C:5]([CH2:10][N:11]([CH2:12][CH:13]([C:15]2[CH:20]=[CH:19][CH:18]=[CH:17][CH:16]=2)[OH:14])[CH3:23])=[CH:4][CH:3]=1, predict the reactants needed to synthesize it. The reactants are: [Br:1][C:2]1[CH:9]=[CH:8][C:5](C=O)=[CH:4][CH:3]=1.[CH3:10][NH:11][CH2:12][CH:13]([C:15]1[CH:20]=[CH:19][CH:18]=[CH:17][CH:16]=1)[OH:14].[BH-](OC(C)=O)(OC(C)=O)O[C:23](C)=O.[Na+].